From a dataset of Peptide-MHC class I binding affinity with 185,985 pairs from IEDB/IMGT. Regression. Given a peptide amino acid sequence and an MHC pseudo amino acid sequence, predict their binding affinity value. This is MHC class I binding data. (1) The peptide sequence is ISIRPRVTK. The MHC is H-2-Kb with pseudo-sequence H-2-Kb. The binding affinity (normalized) is 0. (2) The MHC is HLA-A02:02 with pseudo-sequence HLA-A02:02. The binding affinity (normalized) is 0. The peptide sequence is DCKTILKAL. (3) The peptide sequence is RTKIPLSKV. The MHC is HLA-A30:01 with pseudo-sequence HLA-A30:01. The binding affinity (normalized) is 0.869. (4) The peptide sequence is ILGPPGSVY. The MHC is HLA-A11:01 with pseudo-sequence HLA-A11:01. The binding affinity (normalized) is 0.315. (5) The peptide sequence is LACTDPSER. The MHC is HLA-A03:01 with pseudo-sequence HLA-A03:01. The binding affinity (normalized) is 0. (6) The peptide sequence is WIPKRNRSI. The MHC is HLA-B18:01 with pseudo-sequence HLA-B18:01. The binding affinity (normalized) is 0.0847. (7) The peptide sequence is AVTAALHRK. The MHC is HLA-B58:01 with pseudo-sequence HLA-B58:01. The binding affinity (normalized) is 0.0847. (8) The peptide sequence is VATFRDMLL. The MHC is HLA-A02:06 with pseudo-sequence HLA-A02:06. The binding affinity (normalized) is 0.173. (9) The peptide sequence is EMCDDTVTY. The MHC is HLA-A26:01 with pseudo-sequence HLA-A26:01. The binding affinity (normalized) is 0.138. (10) The peptide sequence is PVSDLYTSMR. The MHC is HLA-A11:01 with pseudo-sequence HLA-A11:01. The binding affinity (normalized) is 0.403.